From a dataset of Forward reaction prediction with 1.9M reactions from USPTO patents (1976-2016). Predict the product of the given reaction. (1) Given the reactants Cl[C:2]1[C:11]2=[N:12][N:13](CC3C=CC(OC)=CC=3)[CH:14]=[C:10]2[C:9]2[CH:8]=[CH:7][CH:6]=[C:5]([O:24][CH3:25])[C:4]=2[N:3]=1.[NH:26]1[C:30]2[CH:31]=[CH:32][C:33]([NH2:35])=[CH:34][C:29]=2[N:28]=[CH:27]1.Cl, predict the reaction product. The product is: [NH:26]1[C:30]2[CH:31]=[CH:32][C:33]([NH:35][C:2]3[C:11]4=[N:12][NH:13][CH:14]=[C:10]4[C:9]4[CH:8]=[CH:7][CH:6]=[C:5]([O:24][CH3:25])[C:4]=4[N:3]=3)=[CH:34][C:29]=2[N:28]=[CH:27]1. (2) Given the reactants Cl.[C:2]([NH:5][C:6]1[N:11]=[CH:10][N:9]=[C:8]([O:12][C:13]2[CH:14]=[C:15]3[C:20](=[CH:21][CH:22]=2)[C:19]([C:23]([NH:25][C:26]2[CH:31]=[CH:30][C:29]([N:32]4[CH2:37][CH2:36][CH2:35][C@H:34]([NH:38]C(=O)OC(C)(C)C)[CH2:33]4)=[C:28]([C:46]([F:49])([F:48])[F:47])[CH:27]=2)=[O:24])=[CH:18][CH:17]=[CH:16]3)[CH:7]=1)(=[O:4])[CH3:3].C([O-])(O)=O.[Na+], predict the reaction product. The product is: [NH2:38][C@H:34]1[CH2:35][CH2:36][CH2:37][N:32]([C:29]2[CH:30]=[CH:31][C:26]([NH:25][C:23]([C:19]3[C:20]4[C:15](=[CH:14][C:13]([O:12][C:8]5[CH:7]=[C:6]([NH:5][C:2](=[O:4])[CH3:3])[N:11]=[CH:10][N:9]=5)=[CH:22][CH:21]=4)[CH:16]=[CH:17][CH:18]=3)=[O:24])=[CH:27][C:28]=2[C:46]([F:49])([F:48])[F:47])[CH2:33]1. (3) Given the reactants [CH2:1]([N:8]([CH2:20][CH2:21][CH2:22][O:23][Si](C(C)(C)C)(C)C)[C:9]([C:11]1[NH:12][C:13](=[O:19])[C:14]([Br:18])=[CH:15][C:16]=1[CH3:17])=[O:10])[C:2]1[CH:7]=[CH:6][CH:5]=[CH:4][CH:3]=1, predict the reaction product. The product is: [CH2:1]([N:8]([CH2:20][CH2:21][CH2:22][OH:23])[C:9]([C:11]1[NH:12][C:13](=[O:19])[C:14]([Br:18])=[CH:15][C:16]=1[CH3:17])=[O:10])[C:2]1[CH:3]=[CH:4][CH:5]=[CH:6][CH:7]=1.